Dataset: Reaction yield outcomes from USPTO patents with 853,638 reactions. Task: Predict the reaction yield, written as a fraction of the theoretical maximum amount of product (1.0 means a 100% yield; for example, 0.34 means a 34% yield). (1) The reactants are [CH2:1]([CH:3]([CH2:14][CH2:15][CH2:16][CH3:17])[CH2:4][O:5][C:6]1[CH:11]=[CH:10][C:9]([C:12]#[CH:13])=[CH:8][CH:7]=1)[CH3:2].Br[C:19]1[CH:20]=[C:21]([CH:24]=[C:25](Br)[CH:26]=1)[CH:22]=[O:23]. The catalyst is O1CCCC1.C(N(CC)CC)C.C1C=CC([P]([Pd]([P](C2C=CC=CC=2)(C2C=CC=CC=2)C2C=CC=CC=2)([P](C2C=CC=CC=2)(C2C=CC=CC=2)C2C=CC=CC=2)[P](C2C=CC=CC=2)(C2C=CC=CC=2)C2C=CC=CC=2)(C2C=CC=CC=2)C2C=CC=CC=2)=CC=1.[Cu]I. The product is [CH2:1]([CH:3]([CH2:14][CH2:15][CH2:16][CH3:17])[CH2:4][O:5][C:6]1[CH:7]=[CH:8][C:9]([C:12]#[C:13][C:19]2[CH:20]=[C:21]([CH:24]=[C:25]([C:13]#[C:12][C:9]3[CH:10]=[CH:11][C:6]([O:5][CH2:4][CH:3]([CH2:1][CH3:2])[CH2:14][CH2:15][CH2:16][CH3:17])=[CH:7][CH:8]=3)[CH:26]=2)[CH:22]=[O:23])=[CH:10][CH:11]=1)[CH3:2]. The yield is 0.790. (2) The reactants are [F:1][C:2]([F:14])([F:13])[C:3]1[CH:11]=[CH:10][CH:9]=[C:5]([C:6]([OH:8])=O)[C:4]=1[NH2:12].O=S(Cl)Cl.[Cl:19][C:20]1[CH:26]=[CH:25][CH:24]=[CH:23][C:21]=1[NH2:22].C(Cl)(Cl)Cl. The catalyst is C1C=CC=CC=1. The product is [NH2:12][C:4]1[C:3]([C:2]([F:1])([F:14])[F:13])=[CH:11][CH:10]=[CH:9][C:5]=1[C:6]([NH:22][C:21]1[CH:23]=[CH:24][CH:25]=[CH:26][C:20]=1[Cl:19])=[O:8]. The yield is 0.780. (3) The reactants are Br[C:2]1[CH:3]=[C:4]2[C:10]([CH3:11])=[N:9][N:8](C(OC(C)(C)C)=O)[C:5]2=[CH:6][N:7]=1.[CH3:19][N:20]1[CH:24]=[C:23](B2OC(C)(C)C(C)(C)O2)[CH:22]=[N:21]1.C([O-])(=O)C.[K+].C(=O)([O-])[O-].[Cs+].[Cs+].ClCCl. The catalyst is C1(P([C-]2C=CC=C2)C2C=CC=CC=2)C=CC=CC=1.[C-]1(P(C2C=CC=CC=2)C2C=CC=CC=2)C=CC=C1.[Fe+2].Cl[Pd]Cl.O.CN(C=O)C. The product is [CH3:11][C:10]1[C:4]2[C:5](=[CH:6][N:7]=[C:2]([C:23]3[CH:22]=[N:21][N:20]([CH3:19])[CH:24]=3)[CH:3]=2)[NH:8][N:9]=1. The yield is 0.718. (4) The reactants are C(NC(C)C)(C)C.[Si:8]([O:15][C:16]1[CH:21]=[CH:20][C:19]([CH2:22][CH2:23][C:24]([O:26][CH2:27][CH3:28])=[O:25])=[CH:18][CH:17]=1)([C:11]([CH3:14])([CH3:13])[CH3:12])([CH3:10])[CH3:9].[O:29]=[C:30]([CH2:36][CH3:37])[C:31]([O:33][CH2:34][CH3:35])=[O:32].CCCCCC.C(OCC)(=O)C. The catalyst is O1CCCC1. The product is [Si:8]([O:15][C:16]1[CH:17]=[CH:18][C:19]([CH2:22][CH:23]([C:24]([O:26][CH2:27][CH3:28])=[O:25])[C:30]([CH2:36][CH3:37])([OH:29])[C:31]([O:33][CH2:34][CH3:35])=[O:32])=[CH:20][CH:21]=1)([C:11]([CH3:14])([CH3:13])[CH3:12])([CH3:10])[CH3:9]. The yield is 0.250. (5) The reactants are [CH:1]([N:5]1[C:13]2[CH:12]=[C:11](Cl)[N:10]=[CH:9][C:8]=2[C:7]([N:15]2[CH2:20][CH2:19][NH:18][C:17](=[O:21])[CH2:16]2)=[N:6]1)([CH2:3][CH3:4])[CH3:2].[NH2:22][C:23]1[CH:28]=[CH:27][N:26]=[C:25]([N:29]2[CH2:34][CH2:33][C:32]([CH3:36])([OH:35])[CH2:31][CH2:30]2)[N:24]=1.C1(P(C2CCCCC2)C2C(OC)=CC=C(OC)C=2C2C(C(C)C)=CC(C(C)C)=CC=2C(C)C)CCCCC1.C(=O)([O-])[O-].[Cs+].[Cs+]. The catalyst is O1CCOCC1. The product is [CH:1]([N:5]1[C:13]2[CH:12]=[C:11]([NH:22][C:23]3[CH:28]=[CH:27][N:26]=[C:25]([N:29]4[CH2:30][CH2:31][C:32]([OH:35])([CH3:36])[CH2:33][CH2:34]4)[N:24]=3)[N:10]=[CH:9][C:8]=2[C:7]([N:15]2[CH2:20][CH2:19][NH:18][C:17](=[O:21])[CH2:16]2)=[N:6]1)([CH2:3][CH3:4])[CH3:2]. The yield is 0.230. (6) The reactants are [CH:1]([C:3]1[CH:4]=[C:5]([N:13]2[CH2:17][CH2:16][CH2:15][CH:14]2[C:18]([OH:20])=[O:19])[CH:6]=[C:7]([C:9]([F:12])([F:11])[F:10])[CH:8]=1)=O.[N:21]1([C:27]([O:29][CH:30]([C:35]([F:38])([F:37])[F:36])[C:31]([F:34])([F:33])[F:32])=[O:28])[CH2:26][CH2:25][NH:24][CH2:23][CH2:22]1.C(N(CC)CC)C.C(O[BH-](OC(=O)C)OC(=O)C)(=O)C.[Na+]. The catalyst is ClCCCl. The product is [F:34][C:31]([F:32])([F:33])[CH:30]([O:29][C:27]([N:21]1[CH2:22][CH2:23][N:24]([CH2:1][C:3]2[CH:4]=[C:5]([N:13]3[CH2:17][CH2:16][CH2:15][C@H:14]3[C:18]([OH:20])=[O:19])[CH:6]=[C:7]([C:9]([F:12])([F:11])[F:10])[CH:8]=2)[CH2:25][CH2:26]1)=[O:28])[C:35]([F:38])([F:37])[F:36]. The yield is 0.180. (7) The product is [N+:11]([C:3]1[CH:4]=[CH:5][CH:6]=[C:7]([N+:8]([O-:10])=[O:9])[C:2]=1[O:15][CH3:14])([O-:13])=[O:12]. The yield is 0.950. The reactants are Cl[C:2]1[C:7]([N+:8]([O-:10])=[O:9])=[CH:6][CH:5]=[CH:4][C:3]=1[N+:11]([O-:13])=[O:12].[CH3:14][O-:15].[Na+]. The catalyst is CO.O. (8) The reactants are Br[C:2]1[CH:11]=[C:10]2[C:5]([CH:6]=[C:7]([O:12][CH3:13])[N:8]=[CH:9]2)=[CH:4][CH:3]=1.CCN(C(C)C)C(C)C.[CH2:23]([SH:30])[C:24]1[CH:29]=[CH:28][CH:27]=[CH:26][CH:25]=1. The catalyst is C1C=CC(/C=C/C(/C=C/C2C=CC=CC=2)=O)=CC=1.C1C=CC(/C=C/C(/C=C/C2C=CC=CC=2)=O)=CC=1.C1C=CC(/C=C/C(/C=C/C2C=CC=CC=2)=O)=CC=1.[Pd].[Pd].CC1(C)C2C(=C(P(C3C=CC=CC=3)C3C=CC=CC=3)C=CC=2)OC2C(P(C3C=CC=CC=3)C3C=CC=CC=3)=CC=CC1=2.O1CCOCC1. The yield is 1.11. The product is [CH2:23]([S:30][C:2]1[CH:11]=[C:10]2[C:5]([CH:6]=[C:7]([O:12][CH3:13])[N:8]=[CH:9]2)=[CH:4][CH:3]=1)[C:24]1[CH:29]=[CH:28][CH:27]=[CH:26][CH:25]=1.